Dataset: NCI-60 drug combinations with 297,098 pairs across 59 cell lines. Task: Regression. Given two drug SMILES strings and cell line genomic features, predict the synergy score measuring deviation from expected non-interaction effect. (1) Drug 1: C1=C(C(=O)NC(=O)N1)F. Drug 2: CC12CCC3C(C1CCC2OP(=O)(O)O)CCC4=C3C=CC(=C4)OC(=O)N(CCCl)CCCl.[Na+]. Cell line: K-562. Synergy scores: CSS=27.7, Synergy_ZIP=-9.76, Synergy_Bliss=-21.0, Synergy_Loewe=-35.4, Synergy_HSA=-19.7. (2) Drug 1: C1CCC(C1)C(CC#N)N2C=C(C=N2)C3=C4C=CNC4=NC=N3. Drug 2: CCCCC(=O)OCC(=O)C1(CC(C2=C(C1)C(=C3C(=C2O)C(=O)C4=C(C3=O)C=CC=C4OC)O)OC5CC(C(C(O5)C)O)NC(=O)C(F)(F)F)O. Cell line: MDA-MB-231. Synergy scores: CSS=8.63, Synergy_ZIP=-2.19, Synergy_Bliss=0.507, Synergy_Loewe=-0.563, Synergy_HSA=0.395. (3) Drug 1: C1=NC2=C(N=C(N=C2N1C3C(C(C(O3)CO)O)F)Cl)N. Drug 2: C1CC(=O)NC(=O)C1N2C(=O)C3=CC=CC=C3C2=O. Synergy scores: CSS=10.9, Synergy_ZIP=-5.06, Synergy_Bliss=-5.24, Synergy_Loewe=-77.8, Synergy_HSA=-6.00. Cell line: KM12.